The task is: Predict which catalyst facilitates the given reaction.. This data is from Catalyst prediction with 721,799 reactions and 888 catalyst types from USPTO. Reactant: F[B-](F)(F)F.C([PH+](C(C)(C)C)C(C)(C)C)(C)(C)C.N#N.Br[C:22]1[CH:23]=[C:24]([NH:28][C:29](=[O:35])[O:30][C:31]([CH3:34])([CH3:33])[CH3:32])[CH:25]=[CH:26][CH:27]=1.[CH2:36]([OH:39])[CH:37]=[CH2:38].C1(N(C)C2CCCCC2)CCCCC1. Product: [C:31]([O:30][C:29](=[O:35])[NH:28][C:24]1[CH:25]=[CH:26][CH:27]=[C:22]([CH2:38][CH2:37][CH:36]=[O:39])[CH:23]=1)([CH3:34])([CH3:33])[CH3:32]. The catalyst class is: 102.